This data is from Full USPTO retrosynthesis dataset with 1.9M reactions from patents (1976-2016). The task is: Predict the reactants needed to synthesize the given product. (1) Given the product [NH2:38][C@@H:35]([CH2:34][C:28]1[CH:33]=[CH:32][CH:31]=[CH:30][CH:29]=1)[CH2:36][NH:37][C:14]1[N:13]2[CH:25]=[N:26][N:27]=[C:12]2[C:11]([C:2]2[CH:3]=[CH:4][C:5]3[C:10](=[CH:9][CH:8]=[CH:7][CH:6]=3)[CH:1]=2)=[C:16]([C:17]2[CH:22]=[CH:21][N:20]=[CH:19][CH:18]=2)[N:15]=1, predict the reactants needed to synthesize it. The reactants are: [CH:1]1[C:10]2[C:5](=[CH:6][CH:7]=[CH:8][CH:9]=2)[CH:4]=[CH:3][C:2]=1[C:11]1[C:12]2[N:13]([CH:25]=[N:26][N:27]=2)[C:14](SC)=[N:15][C:16]=1[C:17]1[CH:22]=[CH:21][N:20]=[CH:19][CH:18]=1.[C:28]1([CH2:34][C@H:35]([NH2:38])[CH2:36][NH2:37])[CH:33]=[CH:32][CH:31]=[CH:30][CH:29]=1.O. (2) The reactants are: [F:1][C:2]1[CH:19]=[CH:18][CH:17]=[CH:16][C:3]=1[O:4][C:5]1[N:10]=[CH:9][C:8]([CH2:11][C:12](Cl)=[N:13][OH:14])=[CH:7][CH:6]=1.O1CCCC1.[C:25]([C:27]1[C:28]([NH2:34])=[N:29][C:30]([NH2:33])=[CH:31][CH:32]=1)#[CH:26].C(N(CC)CC)C. Given the product [F:1][C:2]1[CH:19]=[CH:18][CH:17]=[CH:16][C:3]=1[O:4][C:5]1[N:10]=[CH:9][C:8]([CH2:11][C:12]2[CH:26]=[C:25]([C:27]3[C:28]([NH2:34])=[N:29][C:30]([NH2:33])=[CH:31][CH:32]=3)[O:14][N:13]=2)=[CH:7][CH:6]=1, predict the reactants needed to synthesize it. (3) The reactants are: Cl[C:2]1[C:7]([C:8]([OH:10])=[O:9])=[CH:6][N:5]=[C:4]([Cl:11])[C:3]=1[Cl:12].[Cl:13][C:14]1[CH:15]=[C:16]([CH:18]=[CH:19][CH:20]=1)[NH2:17]. Given the product [Cl:12][C:3]1[C:4]([Cl:11])=[N:5][CH:6]=[C:7]([C:2]=1[NH:17][C:16]1[CH:18]=[CH:19][CH:20]=[C:14]([Cl:13])[CH:15]=1)[C:8]([OH:10])=[O:9], predict the reactants needed to synthesize it. (4) Given the product [CH2:33]([N:21]1[CH:22]=[C:23]([C:25]2[CH:30]=[CH:29][C:28]([Cl:31])=[CH:27][C:26]=2[Cl:32])[N:24]=[C:20]1[C@@H:19]([NH:37][C:50](=[O:52])[CH2:49][CH2:48][CH2:47][NH:46][C:39](=[O:41])[C:56]1[CH:60]=[CH:61][C:62]([O:63][CH3:64])=[C:54]([F:53])[CH:55]=1)[CH2:18][C:15]1[CH:16]=[CH:17][C:12]([O:11][C:8]2[CH:7]=[CH:6][C:5]([C:4]([OH:3])=[O:38])=[CH:10][CH:9]=2)=[CH:13][CH:14]=1)[CH2:34][CH2:35][CH3:36], predict the reactants needed to synthesize it. The reactants are: Cl.C[O:3][C:4](=[O:38])[C:5]1[CH:10]=[CH:9][C:8]([O:11][C:12]2[CH:17]=[CH:16][C:15]([CH2:18][C@H:19]([NH2:37])[C:20]3[N:21]([CH2:33][CH2:34][CH2:35][CH3:36])[CH:22]=[C:23]([C:25]4[CH:30]=[CH:29][C:28]([Cl:31])=[CH:27][C:26]=4[Cl:32])[N:24]=3)=[CH:14][CH:13]=2)=[CH:7][CH:6]=1.[C:39]([NH:46][CH2:47][CH2:48][CH2:49][C:50]([OH:52])=O)([O:41]C(C)(C)C)=O.[F:53][C:54]1[CH:55]=[C:56]([CH:60]=[CH:61][C:62]=1[O:63][CH3:64])C(O)=O.